Dataset: Forward reaction prediction with 1.9M reactions from USPTO patents (1976-2016). Task: Predict the product of the given reaction. (1) Given the reactants Cl.Cl.[Cl:3][C:4]1[CH:5]=[C:6]([C:10]2([CH2:16][CH2:17][N:18]3[C@H:23]4[CH2:24][CH2:25][C@@H:19]3[CH2:20][CH:21]([N:26]3[C:30]5[CH:31]=[CH:32][CH:33]=[CH:34][C:29]=5[N:28]=[C:27]3[CH3:35])[CH2:22]4)[CH2:15][CH2:14][NH:13][CH2:12][CH2:11]2)[CH:7]=[CH:8][CH:9]=1.[Cl:36][C:37]1[CH:45]=[CH:44][C:40]([C:41]([OH:43])=[O:42])=[CH:39][C:38]=1[S:46](=[O:49])(=[O:48])[NH2:47].C(N(CC)CC)C.F[P-](F)(F)(F)(F)F.N1(OC(N(C)C)=[N+](C)C)C2N=CC=CC=2N=N1, predict the reaction product. The product is: [OH-:42].[NH4+:13].[Cl:36][C:37]1[CH:45]=[CH:44][C:40]([C:41]([N:13]2[CH2:12][CH2:11][C:10]([C:6]3[CH:7]=[CH:8][CH:9]=[C:4]([Cl:3])[CH:5]=3)([CH2:16][CH2:17][N:18]3[C@H:19]4[CH2:25][CH2:24][C@@H:23]3[CH2:22][CH:21]([N:26]3[C:30]5[CH:31]=[CH:32][CH:33]=[CH:34][C:29]=5[N:28]=[C:27]3[CH3:35])[CH2:20]4)[CH2:15][CH2:14]2)=[O:43])=[CH:39][C:38]=1[S:46]([NH2:47])(=[O:49])=[O:48]. (2) Given the reactants [CH3:1][C:2]1([CH3:10])[CH:8]2[CH2:9][CH:3]1[CH2:4][CH2:5][C:6]2=[CH2:7].[C:11]([O:15][CH3:16])(=[O:14])[CH:12]=[CH2:13].[C:17]([O:21][CH2:22][CH2:23][CH2:24][OH:25])(=[O:20])[CH:18]=[CH2:19].C(O)(=O)C=C.C(OOC(C)(C)C)(C)(C)C.C(OOC(CC)(C)C)(CC)(C)C, predict the reaction product. The product is: [CH3:1][C:2]1([CH3:10])[CH:8]2[CH2:9][CH:3]1[CH2:4][CH2:5][C:6]2=[CH2:7].[C:11]([O:15][CH3:16])(=[O:14])[CH:12]=[CH2:13].[C:17]([O:21][CH2:22][CH2:23][CH2:24][OH:25])(=[O:20])[CH:18]=[CH2:19]. (3) Given the reactants Br[C:2]1[CH:3]=[C:4]2[C@@:15]3([CH2:19][S:18][C:17]([NH2:20])=[N:16]3)[C:14]3[CH:13]=[C:12](Cl)[N:11]=[C:10]([F:22])[C:9]=3[O:8][C:5]2=[CH:6][CH:7]=1.[F:23][C:24]1[C:29](B(O)O)=[CH:28][CH:27]=[CH:26][N:25]=1.[CH3:33][C:34]1([CH3:49])[O:39][CH2:38][CH2:37][C:36](B2OC(C)(C)C(C)(C)O2)=[CH:35]1.CC1(C)CC(B2OC(C)(C)C(C)(C)O2)=CCO1, predict the reaction product. The product is: [CH3:33][C:34]1([CH3:49])[O:39][CH2:38][CH2:37][C:36]([C:12]2[N:11]=[C:10]([F:22])[C:9]3[O:8][C:5]4[C:4]([C@@:15]5([CH2:19][S:18][C:17]([NH2:20])=[N:16]5)[C:14]=3[CH:13]=2)=[CH:3][C:2]([C:29]2[C:24]([F:23])=[N:25][CH:26]=[CH:27][CH:28]=2)=[CH:7][CH:6]=4)=[CH:35]1. (4) Given the reactants [CH3:1][CH:2]([CH3:19])[C@H:3]([NH:12][C:13]1[CH2:17][S:16][C:15](=[O:18])[N:14]=1)[C:4]([N:6]1[CH2:11][CH2:10][O:9][CH2:8][CH2:7]1)=[O:5].[F:20][C:21]([F:42])([F:41])[C:22]1[CH:36]=[C:35]([C:37]([F:40])([F:39])[F:38])[CH:34]=[CH:33][C:23]=1[CH2:24][N:25]1[CH2:30][CH2:29][CH:28]([CH:31]=O)[CH2:27][CH2:26]1.C([O-])(=O)C.[NH2+]1CCCCC1, predict the reaction product. The product is: [F:42][C:21]([F:20])([F:41])[C:22]1[CH:36]=[C:35]([C:37]([F:40])([F:39])[F:38])[CH:34]=[CH:33][C:23]=1[CH2:24][N:25]1[CH2:30][CH2:29][CH:28](/[CH:31]=[C:17]2/[C:13]([NH:12][C@H:3]([C:4]([N:6]3[CH2:7][CH2:8][O:9][CH2:10][CH2:11]3)=[O:5])[CH:2]([CH3:19])[CH3:1])=[N:14][C:15](=[O:18])[S:16]/2)[CH2:27][CH2:26]1. (5) Given the reactants [N:1]1([CH2:6][CH2:7][CH2:8][CH2:9][N:10]2[C:18]3[C:13](=[CH:14][CH:15]=[C:16]([N+:19]([O-])=O)[CH:17]=3)[CH:12]=[CH:11]2)[CH:5]=[CH:4][N:3]=[CH:2]1.I.CS[C:25]([C:27]1[S:28][CH:29]=[CH:30][CH:31]=1)=[NH:26], predict the reaction product. The product is: [N:1]1([CH2:6][CH2:7][CH2:8][CH2:9][N:10]2[C:18]3[C:13](=[CH:14][CH:15]=[C:16]([NH:19][C:25]([C:27]4[S:28][CH:29]=[CH:30][CH:31]=4)=[NH:26])[CH:17]=3)[CH:12]=[CH:11]2)[CH:5]=[CH:4][N:3]=[CH:2]1.